Dataset: Full USPTO retrosynthesis dataset with 1.9M reactions from patents (1976-2016). Task: Predict the reactants needed to synthesize the given product. (1) Given the product [N:28]1[CH:33]=[CH:32][CH:31]=[C:30]([C@@H:34]([OH:35])[CH2:36][NH:3][C@@H:4]([CH2:7][C:8]2[CH:9]=[CH:10][C:11]([O:14][C:15]3[C:20]([CH2:21][OH:22])=[CH:19][CH:18]=[CH:17][N:16]=3)=[CH:12][CH:13]=2)[CH2:5][OH:6])[CH:29]=1, predict the reactants needed to synthesize it. The reactants are: Cl.Cl.[NH2:3][C@@H:4]([CH2:7][C:8]1[CH:13]=[CH:12][C:11]([O:14][C:15]2[C:20]([CH2:21][OH:22])=[CH:19][CH:18]=[CH:17][N:16]=2)=[CH:10][CH:9]=1)[CH2:5][OH:6].C[O-].[Na+].CO.[N:28]1[CH:33]=[CH:32][CH:31]=[C:30]([C@@H:34]2[CH2:36][O:35]2)[CH:29]=1.C(O)(C)C. (2) Given the product [CH3:29][N:32]([CH3:31])[C@H:2]([CH3:28])[CH2:3][CH2:4][CH2:5][CH2:6][N:7]1[C:16](=[O:17])[C:15]2[NH:14][C:13]([CH2:18][NH:19][C:20]([O:22][C:23]([CH3:26])([CH3:25])[CH3:24])=[O:21])=[N:12][C:11]=2[N:10]([CH3:27])[C:8]1=[O:9], predict the reactants needed to synthesize it. The reactants are: N[C@H:2]([CH3:28])[CH2:3][CH2:4][CH2:5][CH2:6][N:7]1[C:16](=[O:17])[C:15]2[NH:14][C:13]([CH2:18][NH:19][C:20]([O:22][C:23]([CH3:26])([CH3:25])[CH3:24])=[O:21])=[N:12][C:11]=2[N:10]([CH3:27])[C:8]1=[O:9].[CH2:29]=O.[C:31]([BH3-])#[N:32].[Na+]. (3) Given the product [NH2:36][C:32]1[C:33]2[C:28](=[CH:27][C:26]([CH2:25][NH:24][C:7]([C:6]3[CH:5]=[C:4]([CH3:10])[N:3]([CH2:11][C:12]4[N:13]=[C:14]([C:17]5[CH:18]=[CH:19][CH:20]=[CH:21][CH:22]=5)[S:15][CH:16]=4)[C:2]=3[CH3:1])=[O:8])=[CH:35][CH:34]=2)[CH:29]=[CH:30][N:31]=1, predict the reactants needed to synthesize it. The reactants are: [CH3:1][C:2]1[N:3]([CH2:11][C:12]2[N:13]=[C:14]([C:17]3[CH:22]=[CH:21][CH:20]=[CH:19][CH:18]=3)[S:15][CH:16]=2)[C:4]([CH3:10])=[CH:5][C:6]=1[C:7](O)=[O:8].Cl.[NH2:24][CH2:25][C:26]1[CH:27]=[C:28]2[C:33](=[CH:34][CH:35]=1)[C:32]([NH2:36])=[N:31][CH:30]=[CH:29]2.C1C=CC2N(O)N=NC=2C=1.C(N(CC)CC)C.CCN=C=NCCCN(C)C.Cl. (4) Given the product [NH2:16][C:13]1[CH:14]=[CH:15][C:10]([CH2:9][CH:6]2[S:5][C:4](=[O:19])[N:3]([CH2:1][CH3:2])[C:7]2=[O:8])=[CH:11][CH:12]=1, predict the reactants needed to synthesize it. The reactants are: [CH2:1]([N:3]1[C:7](=[O:8])[C:6](=[CH:9][C:10]2[CH:15]=[CH:14][C:13]([N+:16]([O-])=O)=[CH:12][CH:11]=2)[S:5][C:4]1=[O:19])[CH3:2]. (5) Given the product [Cl:38][C:35]1[CH:34]=[CH:33][C:32]([S:29]([N:25]2[CH2:26][CH2:27][CH2:28][C@@H:23]([NH:22][C:18]3[N:17]=[C:16]([C:15]4[N:14]5[C:10]([S:11][CH:12]=[CH:13]5)=[N:9][C:8]=4[C:4]4[CH:3]=[C:2]([NH:1][C:48](=[O:50])[CH3:49])[CH:7]=[CH:6][CH:5]=4)[CH:21]=[CH:20][N:19]=3)[CH2:24]2)(=[O:31])=[O:30])=[CH:37][CH:36]=1, predict the reactants needed to synthesize it. The reactants are: [NH2:1][C:2]1[CH:3]=[C:4]([C:8]2[N:9]=[C:10]3[N:14]([C:15]=2[C:16]2[CH:21]=[CH:20][N:19]=[C:18]([NH:22][C@@H:23]4[CH2:28][CH2:27][CH2:26][N:25]([S:29]([C:32]5[CH:37]=[CH:36][C:35]([Cl:38])=[CH:34][CH:33]=5)(=[O:31])=[O:30])[CH2:24]4)[N:17]=2)[CH:13]=[CH:12][S:11]3)[CH:5]=[CH:6][CH:7]=1.CCN(C(C)C)C(C)C.[C:48](Cl)(=[O:50])[CH3:49]. (6) Given the product [Cl:28][C:22]1[O:23][C:19]([C:16]2[CH:15]=[CH:14][C:13]([C:12]([F:11])([F:26])[F:27])=[CH:18][CH:17]=2)=[C:20]([C:24]#[N:25])[N:21]=1, predict the reactants needed to synthesize it. The reactants are: [Li+].C[Si]([N-][Si](C)(C)C)(C)C.[F:11][C:12]([F:27])([F:26])[C:13]1[CH:18]=[CH:17][C:16]([C:19]2[O:23][CH:22]=[N:21][C:20]=2[C:24]#[N:25])=[CH:15][CH:14]=1.[Cl:28]C(Cl)(Cl)C(Cl)(Cl)Cl.